Dataset: Forward reaction prediction with 1.9M reactions from USPTO patents (1976-2016). Task: Predict the product of the given reaction. (1) The product is: [CH3:1][O:2][C:23]1[CH:24]=[CH:25][C:20]([N:11]2[C:12]([C:14]3[CH:19]=[CH:18][CH:17]=[CH:16][N:15]=3)=[CH:13][C:9]([C:7]([OH:6])=[O:8])=[N:10]2)=[N:21][CH:22]=1. Given the reactants [CH3:1][O-:2].[Na+].C([O:6][C:7]([C:9]1[CH:13]=[C:12]([C:14]2[CH:19]=[CH:18][CH:17]=[CH:16][N:15]=2)[N:11]([C:20]2[CH:25]=[CH:24][C:23](Br)=[CH:22][N:21]=2)[N:10]=1)=[O:8])C.O, predict the reaction product. (2) Given the reactants [Br:1][C:2]([CH3:21])([CH3:20])[C:3]([O:5][CH2:6][C:7]([CH2:12][O:13][C:14](=[O:19])[C:15]([Br:18])([CH3:17])[CH3:16])([CH3:11])[C:8](O)=[O:9])=[O:4].C(Cl)(=O)C([Cl:25])=O, predict the reaction product. The product is: [Br:1][C:2]([CH3:21])([CH3:20])[C:3]([O:5][CH2:6][C:7]([CH2:12][O:13][C:14](=[O:19])[C:15]([Br:18])([CH3:17])[CH3:16])([CH3:11])[C:8]([Cl:25])=[O:9])=[O:4]. (3) Given the reactants [CH:1]([C:3]1[CH:4]=[C:5]2[C:9](=[CH:10][CH:11]=1)[NH:8][C:7]([C:12]([NH2:14])=[O:13])=[C:6]2[S:15][C:16]1[CH:21]=[CH:20][CH:19]=[CH:18][CH:17]=1)=O.[CH2:22]([C:26]1[CH:32]=[CH:31][C:29]([NH2:30])=[CH:28][CH:27]=1)[CH2:23][CH2:24][CH3:25], predict the reaction product. The product is: [CH2:22]([C:26]1[CH:27]=[CH:28][C:29]([NH:30][CH2:1][C:3]2[CH:4]=[C:5]3[C:9](=[CH:10][CH:11]=2)[NH:8][C:7]([C:12]([NH2:14])=[O:13])=[C:6]3[S:15][C:16]2[CH:21]=[CH:20][CH:19]=[CH:18][CH:17]=2)=[CH:31][CH:32]=1)[CH2:23][CH2:24][CH3:25]. (4) Given the reactants N1C(=S)[C:9]2[NH:8][CH:7]=[N:6][C:5]=2[N:4]=C1N.C[S:13][C:14]1N=CN=C2C=1NC=N2.C(S)[CH:24]([OH:29])C(O)CS.P(OC[C@H]1O[C@@H](N2C3N=C(N)NC(=S)C=3N=C2)[C@H](O)[C@@H]1O)(O)(O)=[O:32].P(OC[C@H]1O[C@@H](N2C3N=C(N)NC(=S)C=3N=C2)[C@H](O)[C@@H]1O)(OP(O)(O)=O)(=O)O.P(OC[C@H]1O[C@@H](N2C3N=C(N)NC(=S)C=3N=C2)[C@H](O)[C@@H]1O)(OP(OP(O)(O)=O)(O)=O)(=O)O.Cl.Cl(O)(=O)(=O)=O, predict the reaction product. The product is: [NH2:4][C:5]1[N:6]=[C:7]([C:24]([OH:29])=[O:32])[NH:8][C:9]=1[S:13][CH3:14]. (5) Given the reactants [C:1]([C:3]1[CH:4]=[CH:5][C:6]([CH3:10])=[C:7]([CH:9]=1)[NH2:8])#[N:2].[Cl:11][CH2:12][C:13](Cl)=[O:14], predict the reaction product. The product is: [Cl:11][CH2:12][C:13]([NH:8][C:7]1[CH:9]=[C:3]([C:1]#[N:2])[CH:4]=[CH:5][C:6]=1[CH3:10])=[O:14]. (6) Given the reactants [F:1][C:2]1[CH:11]=[C:10]([F:12])[CH:9]=[C:8]2[C:3]=1[N:4]=[CH:5][C:6](=[O:13])[NH:7]2.FC1C=C2C(=C(F)C=1)NC(=O)C=N2.[H-].[Na+].FC1C=C2C(C=CC(=O)N2CCN2CCC(NCC3C=CC4OCC(=O)NC=4N=3)CC2)=CC=1.COC1C=C2C(C=CC(=O)N2[CH2:74][CH2:75][N:76]2[CH2:81][CH2:80][CH:79]([NH:82][C:83](=[O:89])[O:84][C:85]([CH3:88])([CH3:87])[CH3:86])[CH2:78][CH2:77]2)=CC=1, predict the reaction product. The product is: [F:1][C:2]1[CH:11]=[C:10]([F:12])[CH:9]=[C:8]2[C:3]=1[N:4]=[CH:5][C:6](=[O:13])[N:7]2[CH2:74][CH2:75][N:76]1[CH2:81][CH2:80][CH:79]([NH:82][C:83](=[O:89])[O:84][C:85]([CH3:88])([CH3:87])[CH3:86])[CH2:78][CH2:77]1.